Dataset: Catalyst prediction with 721,799 reactions and 888 catalyst types from USPTO. Task: Predict which catalyst facilitates the given reaction. (1) Product: [C:11]([C:7]1[S:6][C:5]2[C:3]([OH:4])=[N:18][C:17]([C:16]([F:21])([F:20])[F:15])=[N:10][C:9]=2[CH:8]=1)([CH3:14])([CH3:13])[CH3:12]. Reactant: CO[C:3]([C:5]1[S:6][C:7]([C:11]([CH3:14])([CH3:13])[CH3:12])=[CH:8][C:9]=1[NH2:10])=[O:4].[F:15][C:16]([F:21])([F:20])[C:17](N)=[NH:18]. The catalyst class is: 22. (2) Product: [CH3:1][O:2][C:3](=[O:4])[CH:5]=[C:28]1[C:29]2[C:34](=[CH:33][CH:32]=[CH:31][CH:30]=2)[C:24]2([CH2:23][CH2:22][N:21]([C:19]([O:18][C:14]([CH3:15])([CH3:16])[CH3:17])=[O:20])[CH2:26][CH2:25]2)[CH2:27]1. The catalyst class is: 11. Reactant: [CH3:1][O:2][C:3]([CH2:5]P(OC)(OC)=O)=[O:4].[H-].[Na+].[C:14]([O:18][C:19]([N:21]1[CH2:26][CH2:25][C:24]2([C:34]3[C:29](=[CH:30][CH:31]=[CH:32][CH:33]=3)[C:28](=O)[CH2:27]2)[CH2:23][CH2:22]1)=[O:20])([CH3:17])([CH3:16])[CH3:15]. (3) Reactant: [C:1]([O:5][C:6]([N:8]1[CH2:12][CH2:11][N:10]=[C:9]1[CH2:13][CH:14]([C:21]1[C:29]2[O:28][CH2:27][CH2:26][C:25]=2[CH:24]=[C:23](Br)[CH:22]=1)[C:15]1[CH:20]=[CH:19][CH:18]=[CH:17][N:16]=1)=[O:7])([CH3:4])([CH3:3])[CH3:2].[CH3:31][C:32]1[CH:37]=[CH:36][C:35](B(O)O)=[CH:34][CH:33]=1.C([O-])([O-])=O.[K+].[K+]. Product: [C:1]([O:5][C:6]([N:8]1[CH2:12][CH2:11][N:10]=[C:9]1[CH2:13][CH:14]([C:15]1[CH:20]=[CH:19][CH:18]=[CH:17][N:16]=1)[C:21]1[C:29]2[O:28][CH2:27][CH2:26][C:25]=2[CH:24]=[C:23]([C:35]2[CH:36]=[CH:37][C:32]([CH3:31])=[CH:33][CH:34]=2)[CH:22]=1)=[O:7])([CH3:4])([CH3:3])[CH3:2]. The catalyst class is: 780. (4) Product: [NH2:21][C:20]1[C:19]2[C:18](=[O:31])[C:17]([C:32]([OH:34])=[O:33])=[CH:16][N:6]3[C@H:7]([C:10]4[CH:15]=[CH:14][CH:13]=[CH:12][CH:11]=4)[CH2:8][O:9][C:4]([C:5]=23)=[C:3]([NH:35][CH2:36][CH2:37][NH:38][C:39]2[CH:44]=[CH:43][CH:42]=[CH:41][N:40]=2)[C:2]=1[F:1]. The catalyst class is: 2. Reactant: [F:1][C:2]1[C:3]([NH:35][CH2:36][CH2:37][NH:38][C:39]2[CH:44]=[CH:43][CH:42]=[CH:41][N:40]=2)=[C:4]2[O:9][CH2:8][C@@H:7]([C:10]3[CH:15]=[CH:14][CH:13]=[CH:12][CH:11]=3)[N:6]3[CH:16]=[C:17]([C:32]([OH:34])=[O:33])[C:18](=[O:31])[C:19]([C:20]=1[NH:21]CC1C=CC(OC)=CC=1)=[C:5]23.C(O)(C(F)(F)F)=O. (5) Reactant: [CH2:1]1[C:10]2[C:5](=[CH:6][CH:7]=[CH:8][CH:9]=2)[CH2:4][CH2:3][N:2]1[CH2:11][CH:12]([OH:26])[CH2:13][NH:14][C:15](=[O:25])[CH2:16][O:17][C:18]1[CH:23]=[CH:22][CH:21]=[CH:20][C:19]=1I.C([O-])([O-])=O.[Cs+].[Cs+].C1C=CC(P(C2C(C3C(P(C4C=CC=CC=4)C4C=CC=CC=4)=CC=C4C=3C=CC=C4)=C3C(C=CC=C3)=CC=2)C2C=CC=CC=2)=CC=1. Product: [CH2:1]1[C:10]2[C:5](=[CH:6][CH:7]=[CH:8][CH:9]=2)[CH2:4][CH2:3][N:2]1[CH2:11][CH:12]([OH:26])[CH2:13][N:14]1[C:15](=[O:25])[CH2:16][O:17][C:18]2[CH:23]=[CH:22][CH:21]=[CH:20][C:19]1=2. The catalyst class is: 62. (6) Reactant: [NH2:1][C:2]1[CH:7]=[CH:6][C:5]([CH:8]2[C:17]([CH3:19])([CH3:18])[CH2:16][C:15]3[C:10](=[CH:11][CH:12]=[C:13]([C:20]([OH:22])=[O:21])[CH:14]=3)[NH:9]2)=[CH:4][CH:3]=1.[F:23][C:24]1[CH:25]=[C:26]([S:30](Cl)(=[O:32])=[O:31])[CH:27]=[CH:28][CH:29]=1. Product: [F:23][C:24]1[CH:25]=[C:26]([S:30]([NH:1][C:2]2[CH:3]=[CH:4][C:5]([CH:8]3[C:17]([CH3:18])([CH3:19])[CH2:16][C:15]4[C:10](=[CH:11][CH:12]=[C:13]([C:20]([OH:22])=[O:21])[CH:14]=4)[NH:9]3)=[CH:6][CH:7]=2)(=[O:32])=[O:31])[CH:27]=[CH:28][CH:29]=1. The catalyst class is: 17. (7) Reactant: [CH:1]1[C:10]2[C:5](=[CH:6][CH:7]=[CH:8][CH:9]=2)[CH:4]=[CH:3][C:2]=1[CH2:11][C:12]([NH:14][C:15]1[N:16]=[CH:17][N:18]2[C:22]([C:23]([F:26])([F:25])[F:24])=[C:21]([C:27](O)=O)[S:20][C:19]=12)=[O:13].C([N:33]([CH:36](C)C)CC)(C)C.F[P-](F)(F)(F)(F)F.N1([O:55][P+](N(C)C)(N(C)C)N(C)C)C2C=CC=CC=2N=N1.N.O1CCOCC1. Product: [CH:1]1[C:10]2[C:5](=[CH:6][CH:7]=[CH:8][CH:9]=2)[CH:4]=[CH:3][C:2]=1[CH2:11][C:12]([NH:14][C:15]1[N:16]=[CH:17][N:18]2[C:22]([C:23]([F:26])([F:25])[F:24])=[C:21]([CH2:27][C:36]([NH2:33])=[O:55])[S:20][C:19]=12)=[O:13]. The catalyst class is: 9. (8) Reactant: [N+:1]([C:4]1[C:5]([C:9]([O:11][CH3:12])=[O:10])=[N:6][NH:7][CH:8]=1)([O-])=O. Product: [NH2:1][C:4]1[C:5]([C:9]([O:11][CH3:12])=[O:10])=[N:6][NH:7][CH:8]=1. The catalyst class is: 43.